This data is from NCI-60 drug combinations with 297,098 pairs across 59 cell lines. The task is: Regression. Given two drug SMILES strings and cell line genomic features, predict the synergy score measuring deviation from expected non-interaction effect. Drug 1: CC12CCC3C(C1CCC2=O)CC(=C)C4=CC(=O)C=CC34C. Drug 2: CS(=O)(=O)OCCCCOS(=O)(=O)C. Cell line: MOLT-4. Synergy scores: CSS=71.6, Synergy_ZIP=0.915, Synergy_Bliss=0.782, Synergy_Loewe=-0.143, Synergy_HSA=0.806.